This data is from Forward reaction prediction with 1.9M reactions from USPTO patents (1976-2016). The task is: Predict the product of the given reaction. (1) Given the reactants [CH3:1][C@H:2]([O:6][C:7]1[N:15]=[C:14]2[C:10]([N:11]=[C:12]([O:27]C)[N:13]2[CH2:16][CH2:17][CH2:18][CH2:19][NH:20][CH:21]2[CH2:26][CH2:25][O:24][CH2:23][CH2:22]2)=[C:9]([NH2:29])[N:8]=1)[CH2:3][CH2:4][CH3:5].Cl.O1CCOCC1, predict the reaction product. The product is: [NH2:29][C:9]1[N:8]=[C:7]([O:6][C@@H:2]([CH3:1])[CH2:3][CH2:4][CH3:5])[N:15]=[C:14]2[C:10]=1[NH:11][C:12](=[O:27])[N:13]2[CH2:16][CH2:17][CH2:18][CH2:19][NH:20][CH:21]1[CH2:26][CH2:25][O:24][CH2:23][CH2:22]1. (2) The product is: [Cl:8][C:6]1[N:7]=[C:2]([N:24]2[C:25]3[C:21](=[CH:20][C:19]([O:18][CH3:17])=[CH:27][C:26]=3[CH3:28])[CH2:22][CH2:23]2)[C:3](=[O:15])[N:4]([C@@H:9]([CH2:12][O:13][CH3:14])[CH2:10][CH3:11])[CH:5]=1. Given the reactants Cl[C:2]1[C:3](=[O:15])[N:4]([C@@H:9]([CH2:12][O:13][CH3:14])[CH2:10][CH3:11])[CH:5]=[C:6]([Cl:8])[N:7]=1.Cl.[CH3:17][O:18][C:19]1[CH:20]=[C:21]2[C:25](=[C:26]([CH3:28])[CH:27]=1)[NH:24][CH2:23][CH2:22]2, predict the reaction product.